Dataset: NCI-60 drug combinations with 297,098 pairs across 59 cell lines. Task: Regression. Given two drug SMILES strings and cell line genomic features, predict the synergy score measuring deviation from expected non-interaction effect. (1) Drug 1: CN(CC1=CN=C2C(=N1)C(=NC(=N2)N)N)C3=CC=C(C=C3)C(=O)NC(CCC(=O)O)C(=O)O. Drug 2: C(CCl)NC(=O)N(CCCl)N=O. Cell line: SNB-19. Synergy scores: CSS=34.0, Synergy_ZIP=-3.22, Synergy_Bliss=-4.05, Synergy_Loewe=-28.7, Synergy_HSA=-2.88. (2) Drug 1: C1=CC(=CC=C1C#N)C(C2=CC=C(C=C2)C#N)N3C=NC=N3. Drug 2: CC1C(C(CC(O1)OC2CC(OC(C2O)C)OC3=CC4=CC5=C(C(=O)C(C(C5)C(C(=O)C(C(C)O)O)OC)OC6CC(C(C(O6)C)O)OC7CC(C(C(O7)C)O)OC8CC(C(C(O8)C)O)(C)O)C(=C4C(=C3C)O)O)O)O. Cell line: PC-3. Synergy scores: CSS=40.6, Synergy_ZIP=0.563, Synergy_Bliss=0.297, Synergy_Loewe=0.815, Synergy_HSA=0.108. (3) Drug 1: C1CCC(CC1)NC(=O)N(CCCl)N=O. Drug 2: N.N.Cl[Pt+2]Cl. Cell line: NCI-H226. Synergy scores: CSS=10.5, Synergy_ZIP=-4.34, Synergy_Bliss=1.54, Synergy_Loewe=-3.78, Synergy_HSA=-0.301. (4) Drug 1: C1=CC(=CC=C1CCC2=CNC3=C2C(=O)NC(=N3)N)C(=O)NC(CCC(=O)O)C(=O)O. Drug 2: C1=CN(C(=O)N=C1N)C2C(C(C(O2)CO)O)O.Cl. Cell line: HS 578T. Synergy scores: CSS=25.7, Synergy_ZIP=-0.496, Synergy_Bliss=7.93, Synergy_Loewe=7.83, Synergy_HSA=11.2. (5) Drug 1: C1=NC2=C(N=C(N=C2N1C3C(C(C(O3)CO)O)F)Cl)N. Drug 2: CC1=C2C(C(=O)C3(C(CC4C(C3C(C(C2(C)C)(CC1OC(=O)C(C(C5=CC=CC=C5)NC(=O)C6=CC=CC=C6)O)O)OC(=O)C7=CC=CC=C7)(CO4)OC(=O)C)O)C)OC(=O)C. Cell line: LOX IMVI. Synergy scores: CSS=32.4, Synergy_ZIP=-0.550, Synergy_Bliss=-5.34, Synergy_Loewe=-17.1, Synergy_HSA=-5.41. (6) Cell line: CAKI-1. Drug 1: C1C(C(OC1N2C=NC(=NC2=O)N)CO)O. Drug 2: N.N.Cl[Pt+2]Cl. Synergy scores: CSS=31.1, Synergy_ZIP=-5.89, Synergy_Bliss=-2.08, Synergy_Loewe=1.77, Synergy_HSA=0.997. (7) Drug 1: COC1=NC(=NC2=C1N=CN2C3C(C(C(O3)CO)O)O)N. Drug 2: C(CN)CNCCSP(=O)(O)O. Cell line: MALME-3M. Synergy scores: CSS=0.629, Synergy_ZIP=-0.258, Synergy_Bliss=0.605, Synergy_Loewe=-5.20, Synergy_HSA=-3.56. (8) Drug 1: CCCCC(=O)OCC(=O)C1(CC(C2=C(C1)C(=C3C(=C2O)C(=O)C4=C(C3=O)C=CC=C4OC)O)OC5CC(C(C(O5)C)O)NC(=O)C(F)(F)F)O. Drug 2: C1CNP(=O)(OC1)N(CCCl)CCCl. Cell line: HCC-2998. Synergy scores: CSS=54.1, Synergy_ZIP=1.11, Synergy_Bliss=-1.21, Synergy_Loewe=-36.7, Synergy_HSA=-0.741.